Dataset: Catalyst prediction with 721,799 reactions and 888 catalyst types from USPTO. Task: Predict which catalyst facilitates the given reaction. (1) Reactant: [CH2:1]([O:3][C:4]([C:6]1[O:7][C:8]2[CH:14]=[CH:13][C:12]([O:15]C)=[CH:11][C:9]=2[CH:10]=1)=[O:5])[CH3:2].B(Br)(Br)Br. Product: [CH2:1]([O:3][C:4]([C:6]1[O:7][C:8]2[CH:14]=[CH:13][C:12]([OH:15])=[CH:11][C:9]=2[CH:10]=1)=[O:5])[CH3:2]. The catalyst class is: 2. (2) Reactant: [C:1]([N:4]1[CH2:9][CH2:8][C:7]2[NH:10][N:11]=[C:12]([C:13]3[CH:14]=[C:15]([CH:18]=[CH:19][CH:20]=3)[C:16]#[N:17])[C:6]=2[CH2:5]1)(=[O:3])[CH3:2].[F:21][C:22]1[CH:29]=[C:28]([F:30])[CH:27]=[CH:26][C:23]=1[CH2:24]Br.C([O-])([O-])=O.[K+].[K+].O. Product: [C:1]([N:4]1[CH2:9][CH2:8][C:7]2[N:10]([CH2:24][C:23]3[CH:26]=[CH:27][C:28]([F:30])=[CH:29][C:22]=3[F:21])[N:11]=[C:12]([C:13]3[CH:14]=[C:15]([CH:18]=[CH:19][CH:20]=3)[C:16]#[N:17])[C:6]=2[CH2:5]1)(=[O:3])[CH3:2]. The catalyst class is: 23. (3) Reactant: [CH2:1]([O:3][C:4](/[CH:6]=[CH:7]/[C:8]1[CH:9]=[C:10](/[CH:14]=[CH:15]/[C:16]([O:18]C(C)(C)C)=[O:17])[CH:11]=[CH:12][CH:13]=1)=[O:5])[CH3:2].C(O)(C(F)(F)F)=O. Product: [CH2:1]([O:3][C:4](/[CH:6]=[CH:7]/[C:8]1[CH:9]=[C:10](/[CH:14]=[CH:15]/[C:16]([OH:18])=[O:17])[CH:11]=[CH:12][CH:13]=1)=[O:5])[CH3:2]. The catalyst class is: 2. (4) Reactant: [CH3:1][O:2][C:3]1[CH:8]=[CH:7][C:6]([NH:9][C:10]2[NH:11][C:12]3[C:13]([N:22]=2)=[N:14][CH:15]=[C:16]([C:18]([O:20]C)=[O:19])[CH:17]=3)=[CH:5][CH:4]=1. Product: [CH3:1][O:2][C:3]1[CH:8]=[CH:7][C:6]([NH:9][C:10]2[NH:11][C:12]3[C:13]([N:22]=2)=[N:14][CH:15]=[C:16]([C:18]([OH:20])=[O:19])[CH:17]=3)=[CH:5][CH:4]=1. The catalyst class is: 33. (5) Reactant: [CH3:1][O:2][N:3]1[CH2:8][CH2:7][CH:6]([C:9]2[CH:14]=[CH:13][C:12]([NH2:15])=[CH:11][CH:10]=2)[CH2:5][CH2:4]1.C1C(=O)N([Br:23])C(=O)C1. Product: [Br:23][C:11]1[CH:10]=[C:9]([C:6]2[CH2:5][CH2:4][N:3]([O:2][CH3:1])[CH2:8][CH:7]=2)[CH:14]=[CH:13][C:12]=1[NH2:15]. The catalyst class is: 2. (6) Reactant: Cl.[F:2][C:3]1([F:29])[CH2:7][CH2:6][C@@H:5]([C@@:8]([OH:28])([C:22]2[CH:27]=[CH:26][CH:25]=[CH:24][CH:23]=2)[C:9]([O:11][CH2:12][CH2:13][CH:14]2[CH2:19][CH2:18][N:17]([CH:20]=[NH:21])[CH2:16][CH2:15]2)=[O:10])[CH2:4]1.[Na].[P:31](=[O:35])([OH:34])([OH:33])[OH:32]. Product: [P:31]([OH:35])([OH:34])([OH:33])=[O:32].[F:29][C:3]1([F:2])[CH2:7][CH2:6][C@@H:5]([C@@:8]([OH:28])([C:22]2[CH:23]=[CH:24][CH:25]=[CH:26][CH:27]=2)[C:9]([O:11][CH2:12][CH2:13][CH:14]2[CH2:15][CH2:16][N:17]([CH:20]=[NH:21])[CH2:18][CH2:19]2)=[O:10])[CH2:4]1. The catalyst class is: 6.